Dataset: Catalyst prediction with 721,799 reactions and 888 catalyst types from USPTO. Task: Predict which catalyst facilitates the given reaction. (1) Reactant: Cl[C:2]1[N:7]2[CH:8]=[CH:9][N:10]=[C:6]2[C:5]([NH:11][C:12]2[CH:17]=[CH:16][C:15]([N:18]3[CH2:23][CH2:22][N:21]([CH:24]([CH3:26])[CH3:25])[CH2:20][CH2:19]3)=[CH:14][CH:13]=2)=[CH:4][CH:3]=1.C(=O)([O-])[O-].[K+].[K+].CC1(C)C(C)(C)OB([C:41]2[CH:49]=[CH:48][CH:47]=[C:46]3[C:42]=2[CH2:43][NH:44][C:45]3=[O:50])O1. Product: [CH:24]([N:21]1[CH2:22][CH2:23][N:18]([C:15]2[CH:16]=[CH:17][C:12]([NH:11][C:5]3[C:6]4[N:7]([CH:8]=[CH:9][N:10]=4)[C:2]([C:49]4[CH:41]=[C:42]5[C:46](=[CH:47][CH:48]=4)[C:45](=[O:50])[NH:44][CH2:43]5)=[CH:3][CH:4]=3)=[CH:13][CH:14]=2)[CH2:19][CH2:20]1)([CH3:26])[CH3:25]. The catalyst class is: 140. (2) Reactant: Br[CH2:2][C:3]([C:5]1[C:6]([C:13]2[CH:18]=[CH:17][CH:16]=[CH:15][CH:14]=2)=[N:7][O:8][C:9]=1[CH:10]1[CH2:12][CH2:11]1)=O.[NH2:19][C:20]1[CH:25]=[CH:24][CH:23]=[CH:22][N:21]=1.Br. Product: [CH:10]1([C:9]2[O:8][N:7]=[C:6]([C:13]3[CH:18]=[CH:17][CH:16]=[CH:15][CH:14]=3)[C:5]=2[C:3]2[N:19]=[C:20]3[CH:25]=[CH:24][CH:23]=[CH:22][N:21]3[CH:2]=2)[CH2:12][CH2:11]1. The catalyst class is: 8. (3) Reactant: [F:1][C:2]1[CH:7]=[CH:6][C:5]([C:8](=O)[CH2:9][C:10]2[CH:15]=[CH:14][CH:13]=[CH:12][CH:11]=2)=[CH:4][C:3]=1[O:17][CH3:18].[CH3:19][C:20]([S@:23]([NH2:25])=[O:24])([CH3:22])[CH3:21]. Product: [F:1][C:2]1[CH:7]=[CH:6][C:5](/[C:8](=[N:25]/[S@@:23]([C:20]([CH3:22])([CH3:21])[CH3:19])=[O:24])/[CH2:9][C:10]2[CH:15]=[CH:14][CH:13]=[CH:12][CH:11]=2)=[CH:4][C:3]=1[O:17][CH3:18]. The catalyst class is: 1. (4) Reactant: CN(C=O)C.[CH:6]1([NH:12][C:13]2[CH:22]=[C:21]3[C:16]([C:17](=[O:35])[C:18]([NH:28][CH2:29][C:30]([O:32][CH2:33][CH3:34])=[O:31])=[CH:19][N:20]3[CH:23]([CH2:26][CH3:27])[CH2:24][CH3:25])=[CH:15][C:14]=2[F:36])[CH2:11][CH2:10][CH2:9][CH2:8][CH2:7]1.[CH2:37](Br)[C:38]1[CH:43]=[CH:42][CH:41]=[CH:40][CH:39]=1.C(=O)([O-])[O-].[K+].[K+]. Product: [CH2:37]([N:28]([CH2:29][C:30]([O:32][CH2:33][CH3:34])=[O:31])[C:18]1[C:17](=[O:35])[C:16]2[C:21](=[CH:22][C:13]([NH:12][CH:6]3[CH2:7][CH2:8][CH2:9][CH2:10][CH2:11]3)=[C:14]([F:36])[CH:15]=2)[N:20]([CH:23]([CH2:26][CH3:27])[CH2:24][CH3:25])[CH:19]=1)[C:38]1[CH:43]=[CH:42][CH:41]=[CH:40][CH:39]=1. The catalyst class is: 6. (5) Reactant: [Br:1][C:2]1[CH:7]=[CH:6][C:5]([OH:8])=[C:4]([F:9])[C:3]=1[F:10].[H-].[Na+].[CH2:13]([O:15][C:16](=[O:21])[CH2:17][CH2:18][CH2:19]Br)[CH3:14]. Product: [CH2:13]([O:15][C:16](=[O:21])[CH2:17][CH2:18][CH2:19][O:8][C:5]1[CH:6]=[CH:7][C:2]([Br:1])=[C:3]([F:10])[C:4]=1[F:9])[CH3:14]. The catalyst class is: 3.